Dataset: Peptide-MHC class I binding affinity with 185,985 pairs from IEDB/IMGT. Task: Regression. Given a peptide amino acid sequence and an MHC pseudo amino acid sequence, predict their binding affinity value. This is MHC class I binding data. The peptide sequence is TLYAVATTV. The MHC is HLA-A02:12 with pseudo-sequence HLA-A02:12. The binding affinity (normalized) is 0.851.